From a dataset of Catalyst prediction with 721,799 reactions and 888 catalyst types from USPTO. Predict which catalyst facilitates the given reaction. Reactant: [NH2:1][CH2:2][C@H:3]([NH:14][C:15](=[O:30])[C:16]1[CH:21]=[CH:20][C:19]([C:22]([N:24]2[CH2:28][CH2:27][CH2:26][CH2:25]2)=[O:23])=[C:18]([CH3:29])[CH:17]=1)[C:4]1[NH:8][C:7]2[CH:9]=[CH:10][C:11]([Cl:13])=[CH:12][C:6]=2[N:5]=1.C(N(CC)CC)C.[C:38](OC(=O)C)(=[O:40])[CH3:39]. Product: [C:38]([NH:1][CH2:2][C@H:3]([NH:14][C:15](=[O:30])[C:16]1[CH:21]=[CH:20][C:19]([C:22]([N:24]2[CH2:28][CH2:27][CH2:26][CH2:25]2)=[O:23])=[C:18]([CH3:29])[CH:17]=1)[C:4]1[NH:8][C:7]2[CH:9]=[CH:10][C:11]([Cl:13])=[CH:12][C:6]=2[N:5]=1)(=[O:40])[CH3:39]. The catalyst class is: 7.